Dataset: CYP3A4 inhibition data for predicting drug metabolism from PubChem BioAssay. Task: Regression/Classification. Given a drug SMILES string, predict its absorption, distribution, metabolism, or excretion properties. Task type varies by dataset: regression for continuous measurements (e.g., permeability, clearance, half-life) or binary classification for categorical outcomes (e.g., BBB penetration, CYP inhibition). Dataset: cyp3a4_veith. (1) The drug is COc1cc2c(cc1OC)C1Cc3c(cnc4c(-c5ccsc5)cnn34)C(=O)N1CC2. The result is 0 (non-inhibitor). (2) The compound is COc1cccc(Cn2c(=O)c(-c3cccs3)nc3cnc(OC)nc32)c1. The result is 1 (inhibitor). (3) The compound is CS(=O)(=O)N1CCC2(CC1)CN(Cc1nccs1)C2. The result is 0 (non-inhibitor). (4) The molecule is Cn1c(=O)c(-c2ccc(Cl)cc2)nc2cnc(OCc3ccccc3)nc21. The result is 0 (non-inhibitor). (5) The compound is COc1ccc(CCNC(=O)c2ccccc2NC(=O)c2ccco2)cc1OC. The result is 1 (inhibitor). (6) The drug is O=C1c2ccccc2C(=O)c2c1ccc(C(=O)O)c2-c1ccc2ccccc2c1. The result is 0 (non-inhibitor). (7) The drug is Cc1ccc(NC(=O)CCc2ccc(S(=O)(=O)NC3CCCCC3)cc2)cc1. The result is 1 (inhibitor). (8) The drug is COc1ccccc1N1CCN(CCN(C(=O)c2ccc(F)cc2)c2ccccn2)CC1. The result is 1 (inhibitor). (9) The drug is COc1ccccc1OCCCOc1ccc([N+](=O)[O-])cc1Cl. The result is 1 (inhibitor). (10) The molecule is CN(C)CCN1C(=O)CC[C@]2(C)C1=CC[C@@H]1[C@@H]2CC[C@]2(C)[C@H]1CC[C@]2(C)O. The result is 0 (non-inhibitor).